This data is from Reaction yield outcomes from USPTO patents with 853,638 reactions. The task is: Predict the reaction yield, written as a fraction of the theoretical maximum amount of product (1.0 means a 100% yield; for example, 0.34 means a 34% yield). (1) The reactants are Br[C:2]1[N:3]=[C:4]([NH:10]C2C=C3C(=CC=2)CNC3)[C:5](=[O:9])[N:6]([CH3:8])[CH:7]=1.C([O:23][CH2:24][C:25]1[C:30](B2OC(C)(C)C(C)(C)O2)=[CH:29][CH:28]=[CH:27][C:26]=1[CH:40]1[C:45]2[S:46][C:47]3[CH2:51][C:50]([CH3:53])([CH3:52])[CH2:49][C:48]=3[C:44]=2[CH2:43][CH2:42][NH:41]1)(=O)C.C(=O)([O-])[O-].[Na+].[Na+].[F-:60].C([N+:65]([CH2:74][CH2:75][CH2:76][CH3:77])([CH2:70][CH2:71][CH2:72][CH3:73])[CH2:66]CCC)CCC.C1COCC1. The catalyst is C(Cl)Cl.O.O1CCOCC1. The product is [F:60][C:28]1[CH:27]=[C:26]([CH:40]2[C:45]3[S:46][C:47]4[CH2:51][C:50]([CH3:53])([CH3:52])[CH2:49][C:48]=4[C:44]=3[CH2:43][CH2:42][NH:41]2)[C:25]([CH2:24][OH:23])=[C:30]([C:2]2[N:3]=[C:4]([NH:10][C:77]3[CH:76]=[C:75]4[C:71](=[CH:72][CH:73]=3)[CH2:70][N:65]([CH3:66])[CH2:74]4)[C:5](=[O:9])[N:6]([CH3:8])[CH:7]=2)[CH:29]=1. The yield is 0.440. (2) The reactants are Cl[C:2]1[C:7]([Cl:8])=[N:6][CH:5]=[CH:4][N:3]=1.[CH2:9]([N:16]1[CH2:21][CH2:20][NH:19][CH:18]([CH3:22])[CH2:17]1)[C:10]1[CH:15]=[CH:14][CH:13]=[CH:12][CH:11]=1.C([O-])([O-])=O.[K+].[K+]. The catalyst is C(#N)C.CCOCC. The product is [Cl:8][C:7]1[C:2]([N:19]2[CH2:20][CH2:21][N:16]([CH2:9][C:10]3[CH:11]=[CH:12][CH:13]=[CH:14][CH:15]=3)[CH2:17][CH:18]2[CH3:22])=[N:3][CH:4]=[CH:5][N:6]=1. The yield is 0.280. (3) The product is [C:1]([N:5]1[C:9](=[O:10])[C:8]([NH:11][CH:12]2[CH2:17][CH2:16][N:15]([CH2:27][C:28]3[CH:35]=[CH:34][C:31]([C:32]#[N:33])=[CH:30][CH:29]=3)[CH2:14][CH2:13]2)=[C:7]([C:18]2[CH:19]=[CH:20][CH:21]=[CH:22][CH:23]=2)[S:6]1(=[O:25])=[O:24])([CH3:4])([CH3:2])[CH3:3]. The yield is 0.300. The reactants are [C:1]([N:5]1[C:9](=[O:10])[C:8]([NH:11][CH:12]2[CH2:17][CH2:16][NH:15][CH2:14][CH2:13]2)=[C:7]([C:18]2[CH:23]=[CH:22][CH:21]=[CH:20][CH:19]=2)[S:6]1(=[O:25])=[O:24])([CH3:4])([CH3:3])[CH3:2].Br[CH2:27][C:28]1[CH:35]=[CH:34][C:31]([C:32]#[N:33])=[CH:30][CH:29]=1.C(N1CCCN2CCCN=C12)C1C=CC=CC=1. The catalyst is CN(C=O)C.